From a dataset of Experimentally validated miRNA-target interactions with 360,000+ pairs, plus equal number of negative samples. Binary Classification. Given a miRNA mature sequence and a target amino acid sequence, predict their likelihood of interaction. (1) The miRNA is hsa-miR-6719-3p with sequence UCUGACAUCAGUGAUUCUCCUG. The protein sequence of the target gene is MAPLGTTVLLWSLLRSSPGVERVCFRARIQPWHGGLLQPLPCSFEMGLPRRRFSSEAAESGSPETKKPTFMDEEVQSILTKMTGLNLQKTFKPAIQELKPPTYKLMTQAQLEEATRQAVEAAKVRLKMPPVLEERVPINDVLAEDKILEGTETTKYVFTDISYSIPHRERFIVVREPSGTLRKASWEERDRMIQVYFPKEGRKILTPIIFKEENLRTMYSQDRHVDVLNLCFAQFEPDSTEYIKVHHKTYEDIDKRGKYDLLRSTRYFGGMVWYFVNNKKIDGLLIDQIQRDLIDDATNL.... Result: 0 (no interaction). (2) The miRNA is hsa-miR-4790-5p with sequence AUCGCUUUACCAUUCAUGUU. The protein sequence of the target gene is MAAAAAGGAPGPAPGPAGPPPPAAPTSAARAPPQALRRRGDSRRRQAALFFLNNISLDGRPPSLGPGGEKPPPPPAEAREPPAPPPPEPPTGLPARTPAPQGLLSPTQVPTGLGLDGQRQRKRVTSQRCSLEFLEDAVGCAPAQRTKHTSGSPRHKGLKKTHFIKNMRQYDTRNSRIVLICAKRSLCAAFSVLPYGEGLRISDLRVDSQKQRHPSGGVSVSSEMVFELEGVELGADGKVVSYAKFLYPTNALVTHKSDSHGLLPTPRPSVPRTLPGSRHKPAPTKSAPASTELGSDVGDT.... Result: 0 (no interaction). (3) The miRNA is hsa-miR-4717-3p with sequence ACACAUGGGUGGCUGUGGCCU. The protein sequence of the target gene is MAATTANPEMTSDVPSLGPAIASGNSGPGIQGGGAIVQRAIKRRPGLDFDDDGEGNSKFLRCDDDQMSNDKERFARSDDEQSSADKERLARENHSEIERRRRNKMTAYITELSDMVPTCSALARKPDKLTILRMAVSHMKSLRGTGNTSTDGSYKPSFLTDQELKHLILEAADGFLFIVSCETGRVVYVSDSVTPVLNQPQSEWFGSTLYDQVHPDDVDKLREQLSTSENALTGRILDLKTGTVKKEGQQSSMRMCMGSRRSFICRMRCGSSSVDPVSVNRLSFVRNRCRNGLGSVKDGE.... Result: 1 (interaction). (4) The miRNA is hsa-miR-937-5p with sequence GUGAGUCAGGGUGGGGCUGG. The protein sequence of the target gene is MSTRESFNPESYELDKSFRLTRFTELKGTGCKVPQDVLQKLLESLQENHFQEDEQFLGAVMPRLGIGMDTCVIPLRHGGLSLVQTTDYIYPIVDDPYMMGRIACANVLSDLYAMGVTECDNMLMLLGVSNKMTDRERDKVMPLIIQGFKDAAEEAGTSVTGGQTVLNPWIVLGGVATTVCQPNEFIMPDNAVPGDVLVLTKPLGTQVAVAVHQWLDIPEKWNKIKLVVTQEDVELAYQEAMMNMARLNRTAAGLMHTFNAHAATDITGFGILGHAQNLAKQQRNEVSFVIHNLPVLAKMA.... Result: 1 (interaction).